Dataset: Reaction yield outcomes from USPTO patents with 853,638 reactions. Task: Predict the reaction yield, written as a fraction of the theoretical maximum amount of product (1.0 means a 100% yield; for example, 0.34 means a 34% yield). (1) The reactants are N1C2C(=CC=C(C(C3C=CC=CC=3)CCN)C=2)C=C1.[CH3:20][O:21][C:22](=[O:42])[NH:23][CH2:24][CH2:25][CH:26]([C:33]1[CH:41]=[CH:40][CH:39]=[C:38]2[C:34]=1[CH:35]=[CH:36][NH:37]2)[C:27]1[CH:32]=[CH:31][CH:30]=[CH:29][CH:28]=1. No catalyst specified. The product is [CH3:20][O:21][C:22](=[O:42])[NH:23][CH2:24][CH2:25][CH:26]([C:33]1[CH:34]=[C:38]2[C:39]([CH:35]=[CH:36][NH:37]2)=[CH:40][CH:41]=1)[C:27]1[CH:32]=[CH:31][CH:30]=[CH:29][CH:28]=1. The yield is 0.890. (2) The reactants are [NH:1]1[CH:5]=[C:4]([C:6]#[N:7])[N:3]=[CH:2]1.[CH3:8][Si:9]([CH3:16])([CH3:15])[CH2:10][CH2:11][O:12][CH2:13]Cl.C([O-])([O-])=O.[K+].[K+].CC(C)=O. The catalyst is C(OCC)(=O)C. The product is [CH3:8][Si:9]([CH3:16])([CH3:15])[CH2:10][CH2:11][O:12][CH2:13][N:1]1[CH:5]=[C:4]([C:6]#[N:7])[N:3]=[CH:2]1. The yield is 0.700. (3) The reactants are [F:1][C:2]1[CH:3]=[C:4]([CH:6]=[CH:7][C:8]=1[F:9])[NH2:5].Br.Br[CH:12]([C:14]1[CH:15]=[C:16]([C:31]([N:33]([CH3:35])[CH3:34])=[O:32])[CH:17]=[C:18]2[C:23]=1[O:22][C:21]([N:24]1[CH2:29][CH2:28][O:27][CH2:26][CH2:25]1)=[CH:20][C:19]2=[O:30])[CH3:13]. No catalyst specified. The product is [F:1][C:2]1[CH:3]=[C:4]([NH:5][CH:12]([C:14]2[CH:15]=[C:16]([C:31]([N:33]([CH3:35])[CH3:34])=[O:32])[CH:17]=[C:18]3[C:23]=2[O:22][C:21]([N:24]2[CH2:29][CH2:28][O:27][CH2:26][CH2:25]2)=[CH:20][C:19]3=[O:30])[CH3:13])[CH:6]=[CH:7][C:8]=1[F:9]. The yield is 0.288. (4) The reactants are Br[CH2:2][C:3]([C:5]1[CH:10]=[CH:9][C:8]([Br:11])=[CH:7][CH:6]=1)=[O:4].C1N2CN3CN(C2)C[N:13]1C3.Cl. The catalyst is C1(C)C=CC=CC=1.C(O)C. The product is [NH2:13][CH2:2][C:3]([C:5]1[CH:10]=[CH:9][C:8]([Br:11])=[CH:7][CH:6]=1)=[O:4]. The yield is 0.920.